This data is from Full USPTO retrosynthesis dataset with 1.9M reactions from patents (1976-2016). The task is: Predict the reactants needed to synthesize the given product. (1) Given the product [ClH:2].[Cl:2][C:3]1[CH:8]=[CH:7][C:6]2[C:20]3[CH2:19][NH:18][CH2:23][CH2:22][C:21]=3[NH:9][C:5]=2[C:4]=1[S:11][CH2:12][CH2:13][CH2:14][Cl:15], predict the reactants needed to synthesize it. The reactants are: Cl.[Cl:2][C:3]1[C:4]([S:11][CH2:12][CH2:13][CH2:14][Cl:15])=[C:5]([NH:9]N)[CH:6]=[CH:7][CH:8]=1.O.Cl.[NH:18]1[CH2:23][CH2:22][C:21](=O)[CH2:20][CH2:19]1.Cl. (2) The reactants are: [Br:1][C:2]1[C:3]([NH2:9])=[N:4][CH:5]=[C:6](Br)[N:7]=1.[C:10]1(B(O)O)[CH:15]=[CH:14][CH:13]=[CH:12][CH:11]=1.C(=O)([O-])[O-].[Cs+].[Cs+]. Given the product [NH2:9][C:3]1[C:2]([Br:1])=[N:7][C:6]([C:10]2[CH:15]=[CH:14][CH:13]=[CH:12][CH:11]=2)=[CH:5][N:4]=1, predict the reactants needed to synthesize it. (3) Given the product [OH:78][C@:73]([CH3:75])([CH2:74][OH:5])[C:72]([N:71]([O:70][CH3:69])[CH3:77])=[O:76], predict the reactants needed to synthesize it. The reactants are: CC([OH:5])(C)C.CC[C@H]1[C@H]2C[C@H]([C@H](OC3C4C(=CC=CC=4)C(O[C@H](C4C=CN=C5C=4C=C(OC)C=C5)[C@@H]4N5C[C@H](CC)[C@@H](CC5)C4)=NN=3)C3C=CN=C4C=3C=C(OC)C=C4)N(CC2)C1.CS(N)(=O)=O.[CH3:69][O:70][N:71]([CH3:77])[C:72](=[O:76])[C:73]([CH3:75])=[CH2:74].[OH2:78]. (4) Given the product [CH:1]1([C:5]2([C:8]3[N:13]=[C:12]4[S:14][C:15]([C:17]5[CH:24]=[CH:23][C:20]([CH2:21][N:27]6[CH2:30][CH:29]([C:31]([O:33][CH3:34])=[O:32])[CH2:28]6)=[CH:19][C:18]=5[F:25])=[N:16][C:11]4=[CH:10][CH:9]=3)[CH2:6][CH2:7]2)[CH2:4][CH2:3][CH2:2]1, predict the reactants needed to synthesize it. The reactants are: [CH:1]1([C:5]2([C:8]3[N:13]=[C:12]4[S:14][C:15]([C:17]5[CH:24]=[CH:23][C:20]([CH:21]=O)=[CH:19][C:18]=5[F:25])=[N:16][C:11]4=[CH:10][CH:9]=3)[CH2:7][CH2:6]2)[CH2:4][CH2:3][CH2:2]1.Cl.[NH:27]1[CH2:30][CH:29]([C:31]([O:33][CH3:34])=[O:32])[CH2:28]1. (5) Given the product [C:1]([O:5][C:6]([N:8]1[CH2:9][CH2:10][CH:11]([N:14]2[CH:18]=[N:17][C:16]([CH2:19][O:20][C:27]3[CH:28]=[CH:29][C:30]([S:32]([CH3:35])(=[O:34])=[O:33])=[CH:31][C:26]=3[F:25])=[N:15]2)[CH2:12][CH2:13]1)=[O:7])([CH3:2])([CH3:3])[CH3:4], predict the reactants needed to synthesize it. The reactants are: [C:1]([O:5][C:6]([N:8]1[CH2:13][CH2:12][CH:11]([N:14]2[CH:18]=[N:17][C:16]([CH2:19][O:20]S(C)(=O)=O)=[N:15]2)[CH2:10][CH2:9]1)=[O:7])([CH3:4])([CH3:3])[CH3:2].[F:25][C:26]1[CH:31]=[C:30]([S:32]([CH3:35])(=[O:34])=[O:33])[CH:29]=[CH:28][C:27]=1O. (6) Given the product [CH3:11][O:12][C:2]1[C:3]([CH:9]=[O:10])=[N:4][CH:5]=[C:6]([O:15][CH3:14])[N:7]=1, predict the reactants needed to synthesize it. The reactants are: Cl[C:2]1[C:3]([CH:9]=[O:10])=[N:4][CH:5]=[C:6](Cl)[N:7]=1.[CH3:11][O-:12].[Na+].[CH3:14][OH:15]. (7) Given the product [CH:11]([CH2:7][C:6](=[CH2:8])[C:5]([OH:10])=[O:9])=[CH:12][C:13]1[CH:18]=[CH:17][CH:16]=[CH:15][CH:14]=1.[C:19]([O:23][CH2:24][CH2:25][CH2:26][CH3:27])(=[O:22])[CH:20]=[CH2:21].[Na:1].[C:5]([OH:10])(=[O:9])[C:6]([CH3:8])=[CH2:7].[CH2:3]1[O:4][CH2:2]1, predict the reactants needed to synthesize it. The reactants are: [Na:1].[CH2:2]1[O:4][CH2:3]1.[C:5]([OH:10])(=[O:9])[C:6]([CH3:8])=[CH2:7].[CH2:11]=[CH:12][C:13]1[CH:18]=[CH:17][CH:16]=[CH:15][CH:14]=1.[C:19]([O:23][CH2:24][CH2:25][CH2:26][CH3:27])(=[O:22])[CH:20]=[CH2:21].S(OOS([O-])(=O)=O)([O-])(=O)=O.[NH4+].[NH4+]. (8) Given the product [C:1]([C@H:5]1[CH2:10][CH2:9][C@H:8]([NH:11][C:12]2[N:21]=[CH:20][C:19]3[C:14](=[CH:15][CH:16]=[C:17]([C:22]([N:24]4[CH:25]5[CH2:32][CH2:31][CH2:30][CH:29]4[CH2:28][CH:27]([C:33]([OH:35])=[O:34])[CH2:26]5)=[O:23])[CH:18]=3)[N:13]=2)[CH2:7][CH2:6]1)([CH3:4])([CH3:2])[CH3:3], predict the reactants needed to synthesize it. The reactants are: [C:1]([C@H:5]1[CH2:10][CH2:9][C@H:8]([NH:11][C:12]2[N:21]=[CH:20][C:19]3[C:14](=[CH:15][CH:16]=[C:17]([C:22]([N:24]4[CH:29]5[CH2:30][CH2:31][CH2:32][CH:25]4[CH2:26][CH:27]([C:33]([O:35]C)=[O:34])[CH2:28]5)=[O:23])[CH:18]=3)[N:13]=2)[CH2:7][CH2:6]1)([CH3:4])([CH3:3])[CH3:2].[OH-].[Na+]. (9) Given the product [CH3:18][C:5]1[C:6]([C:13]([O:15][CH2:16][CH3:17])=[O:14])=[C:7]2[CH:12]=[CH:11][CH:10]=[N:9][N:8]2[C:4]=1[CH:1]([NH:20][CH3:19])[CH3:2], predict the reactants needed to synthesize it. The reactants are: [C:1]([C:4]1[N:8]2[N:9]=[CH:10][CH:11]=[CH:12][C:7]2=[C:6]([C:13]([O:15][CH2:16][CH3:17])=[O:14])[C:5]=1[CH3:18])(=O)[CH3:2].[CH3:19][NH2:20].Cl. (10) Given the product [N:1]1[CH:6]=[CH:5][CH:4]=[CH:3][C:2]=1[CH:7]([C:24]1[CH:29]=[CH:28][CH:27]=[CH:26][N:25]=1)[CH:8]1[CH2:13][CH2:12][N:11]([C:14]2[CH:19]=[CH:18][C:17]([NH2:20])=[CH:16][C:15]=2[F:23])[CH2:10][CH2:9]1, predict the reactants needed to synthesize it. The reactants are: [N:1]1[CH:6]=[CH:5][CH:4]=[CH:3][C:2]=1[CH:7]([C:24]1[CH:29]=[CH:28][CH:27]=[CH:26][N:25]=1)[CH:8]1[CH2:13][CH2:12][N:11]([C:14]2[CH:19]=[CH:18][C:17]([N+:20]([O-])=O)=[CH:16][C:15]=2[F:23])[CH2:10][CH2:9]1.O.O.[Cl-].